This data is from Full USPTO retrosynthesis dataset with 1.9M reactions from patents (1976-2016). The task is: Predict the reactants needed to synthesize the given product. (1) Given the product [CH2:27]([O:30][C:31]1[C:36]([C:37]([CH3:39])([CH3:38])[CH3:40])=[CH:35][C:34]([CH3:41])=[CH:33][C:32]=1[SiH:42]([CH2:49][CH:8]1[C:7]2[CH:6]=[C:5]([C:1]([CH3:4])([CH3:3])[CH3:2])[CH:17]=[CH:16][C:15]=2[C:14]2[C:9]1=[CH:10][C:11]([C:18]([CH3:21])([CH3:20])[CH3:19])=[CH:12][CH:13]=2)[C:43]1[CH:44]=[CH:45][CH:46]=[CH:47][CH:48]=1)[CH:28]=[CH2:29], predict the reactants needed to synthesize it. The reactants are: [C:1]([C:5]1[CH:17]=[CH:16][C:15]2[C:14]3[C:9](=[CH:10][C:11]([C:18]([CH3:21])([CH3:20])[CH3:19])=[CH:12][CH:13]=3)[CH2:8][C:7]=2[CH:6]=1)([CH3:4])([CH3:3])[CH3:2].C([Li])CCC.[CH2:27]([O:30][C:31]1[C:36]([C:37]([CH3:40])([CH3:39])[CH3:38])=[CH:35][C:34]([CH3:41])=[CH:33][C:32]=1[SiH:42]([CH2:49]Cl)[C:43]1[CH:48]=[CH:47][CH:46]=[CH:45][CH:44]=1)[CH:28]=[CH2:29].C(=O)([O-])O.[Na+].C(=O)([O-])[O-].[Na+].[Na+]. (2) Given the product [ClH:1].[CH3:23][CH:19]1[CH2:20][CH2:21][CH2:22][N:18]1[C:14]1[N:13]=[C:12]([NH:11][C:4]2[C:5]3[N:6]([CH:8]=[CH:9][N:10]=3)[N:7]=[C:2]([C:32]3[CH:41]=[C:40]4[C:35]([CH2:36][CH2:37][CH2:38][NH:39]4)=[CH:34][CH:33]=3)[CH:3]=2)[CH:17]=[CH:16][CH:15]=1, predict the reactants needed to synthesize it. The reactants are: [Cl:1][C:2]1[CH:3]=[C:4]([NH:11][C:12]2[CH:17]=[CH:16][CH:15]=[C:14]([N:18]3[CH2:22][CH2:21][CH2:20][CH:19]3[CH3:23])[N:13]=2)[C:5]2[N:6]([CH:8]=[CH:9][N:10]=2)[N:7]=1.CC1(C)C(C)(C)OB([C:32]2[CH:41]=[C:40]3[C:35]([CH2:36][CH2:37][CH2:38][NH:39]3)=[CH:34][CH:33]=2)O1.CC(C1C=C(C(C)C)C(C2C=CC=CC=2P(C2CCCCC2)C2CCCCC2)=C(C(C)C)C=1)C.C([O-])([O-])=O.[Na+].[Na+]. (3) Given the product [CH:1]1([CH2:4][NH:5][C:13]2[C:14]([S:23][CH3:24])=[N:15][N:16]3[C:21]([I:22])=[CH:20][CH:19]=[CH:18][C:17]=23)[CH2:2][CH2:3]1, predict the reactants needed to synthesize it. The reactants are: [CH:1]1([CH2:4][N:5]([C:13]2[C:14]([S:23][CH3:24])=[N:15][N:16]3[C:21]([I:22])=[CH:20][CH:19]=[CH:18][C:17]=23)C(=O)OC(C)(C)C)[CH2:3][CH2:2]1.Cl.C(OCC)(=O)C.C(=O)(O)[O-].[Na+]. (4) Given the product [Cl:1][C:2]1[C:3]2[N:4]([C:10]([CH:12]3[CH2:17][CH2:16][N:15]([CH3:18])[C:14](=[O:19])[CH2:13]3)=[N:9][CH:8]=2)[CH:5]=[CH:6][N:7]=1, predict the reactants needed to synthesize it. The reactants are: [Cl:1][C:2]1[C:3]([CH2:8][NH:9][C:10]([CH:12]2[CH2:17][CH2:16][N:15]([CH3:18])[C:14](=[O:19])[CH2:13]2)=O)=[N:4][CH:5]=[CH:6][N:7]=1.CN(C=O)C.P(Cl)(Cl)(Cl)=O.C(=O)(O)[O-].[Na+]. (5) Given the product [CH3:1][C:2]1[N:7]=[C:6]([C:8]([NH:13][NH2:14])=[O:10])[CH:5]=[CH:4][CH:3]=1, predict the reactants needed to synthesize it. The reactants are: [CH3:1][C:2]1[N:7]=[C:6]([C:8]([O:10]C)=O)[CH:5]=[CH:4][CH:3]=1.O.[NH2:13][NH2:14].